This data is from Reaction yield outcomes from USPTO patents with 853,638 reactions. The task is: Predict the reaction yield, written as a fraction of the theoretical maximum amount of product (1.0 means a 100% yield; for example, 0.34 means a 34% yield). (1) The reactants are [N:1]1([NH:7][C:8]([C:10]2[N:11]=[C:12]([C:23]3[CH:28]=[CH:27][C:26]([Cl:29])=[CH:25][C:24]=3[Cl:30])[N:13]([C:16]3[CH:21]=[CH:20][C:19]([OH:22])=[CH:18][CH:17]=3)[C:14]=2[CH3:15])=[O:9])[CH2:6][CH2:5][CH2:4][CH2:3][CH2:2]1.C(N(CC)CC)C.[CH2:38]([S:41](Cl)(=[O:43])=[O:42])[CH2:39][CH3:40].O. The catalyst is C(Cl)Cl. The product is [Cl:30][C:24]1[CH:25]=[C:26]([Cl:29])[CH:27]=[CH:28][C:23]=1[C:12]1[N:13]([C:16]2[CH:17]=[CH:18][C:19]([O:22][S:41]([CH2:38][CH2:39][CH3:40])(=[O:43])=[O:42])=[CH:20][CH:21]=2)[C:14]([CH3:15])=[C:10]([C:8](=[O:9])[NH:7][N:1]2[CH2:6][CH2:5][CH2:4][CH2:3][CH2:2]2)[N:11]=1. The yield is 0.560. (2) The reactants are C([O-])([O-])=O.[Na+].[Na+].[CH:7]([C:9]1[CH:14]=[CH:13][C:12](B(O)O)=[CH:11][CH:10]=1)=[O:8].Cl[C:19]1[C:24]([Cl:25])=[CH:23][C:22]([CH:26]=[CH2:27])=[CH:21][N:20]=1. The catalyst is COCCOC.O.C1C=CC([P]([Pd]([P](C2C=CC=CC=2)(C2C=CC=CC=2)C2C=CC=CC=2)([P](C2C=CC=CC=2)(C2C=CC=CC=2)C2C=CC=CC=2)[P](C2C=CC=CC=2)(C2C=CC=CC=2)C2C=CC=CC=2)(C2C=CC=CC=2)C2C=CC=CC=2)=CC=1. The product is [Cl:25][C:24]1[C:19]([C:12]2[CH:13]=[CH:14][C:9]([CH:7]=[O:8])=[CH:10][CH:11]=2)=[N:20][CH:21]=[C:22]([CH:26]=[CH2:27])[CH:23]=1. The yield is 0.820. (3) The reactants are C([O:8][C:9]1[C:10]([O:39][CH3:40])=[CH:11][C:12]2[CH2:21][CH2:20][N:19]3[CH:14]([CH2:15][C:16]4[C:25]([Cl:26])=[CH:24][C:23]([O:27][CH3:28])=[C:22]([O:29][C:30](=[O:37])[C:31]5[CH:36]=[CH:35][CH:34]=[CH:33][CH:32]=5)[C:17]=4[CH2:18]3)[C:13]=2[CH:38]=1)C1C=CC=CC=1. The catalyst is [Ni].CO. The product is [OH:8][C:9]1[C:10]([O:39][CH3:40])=[CH:11][C:12]2[CH2:21][CH2:20][N:19]3[CH:14]([CH2:15][C:16]4[C:25]([Cl:26])=[CH:24][C:23]([O:27][CH3:28])=[C:22]([O:29][C:30](=[O:37])[C:31]5[CH:32]=[CH:33][CH:34]=[CH:35][CH:36]=5)[C:17]=4[CH2:18]3)[C:13]=2[CH:38]=1. The yield is 0.267. (4) The reactants are [CH:1]([C:3]1[CH:12]=[CH:11][C:6]([C:7]([O:9][CH3:10])=[O:8])=[CH:5][N:4]=1)=O.[CH3:13][C:14]1[CH:19]=[C:18]([NH2:20])[CH:17]=[C:16]([CH3:21])[C:15]=1[C:22]1[CH:27]=[CH:26][C:25]([C:28]([F:31])([F:30])[F:29])=[CH:24][CH:23]=1. The catalyst is C1(C)C=CC=CC=1. The product is [CH3:13][C:14]1[CH:19]=[C:18]([NH:20][CH:1]([C:3]2[CH:12]=[CH:11][C:6]([C:7]([O:9][CH3:10])=[O:8])=[CH:5][N:4]=2)[CH2:5][CH:6]([CH3:11])[CH3:7])[CH:17]=[C:16]([CH3:21])[C:15]=1[C:22]1[CH:27]=[CH:26][C:25]([C:28]([F:30])([F:29])[F:31])=[CH:24][CH:23]=1. The yield is 0.510. (5) The reactants are [CH:1](=O)/[CH:2]=[CH:3]/[C:4]1[CH:9]=[CH:8][CH:7]=[CH:6][CH:5]=1.[CH3:11][C:12]([C:14]1[CH:19]=[CH:18][C:17]([O:20][CH3:21])=[CH:16][CH:15]=1)=[O:13].[OH-].[Na+]. The catalyst is C(O)C. The product is [CH3:21][O:20][C:17]1[CH:18]=[CH:19][C:14]([C:12](=[O:13])[CH:11]=[CH:1][CH:2]=[CH:3][C:4]2[CH:9]=[CH:8][CH:7]=[CH:6][CH:5]=2)=[CH:15][CH:16]=1. The yield is 0.720. (6) The reactants are Cl[CH2:2][C:3]1[CH:8]=[CH:7][CH:6]=[C:5]([S:9][CH:10]2[CH2:13][CH2:12][CH2:11]2)[N:4]=1.C([O:16][C:17]([CH:19]1[CH2:21][CH:20]1[CH2:22][C:23]1[CH:28]=[C:27]([F:29])[C:26]([OH:30])=[C:25]([F:31])[CH:24]=1)=[O:18])C. No catalyst specified. The product is [CH:10]1([S:9][C:5]2[N:4]=[C:3]([CH2:2][O:30][C:26]3[C:25]([F:31])=[CH:24][C:23]([CH2:22][CH:20]4[CH2:21][CH:19]4[C:17]([OH:18])=[O:16])=[CH:28][C:27]=3[F:29])[CH:8]=[CH:7][CH:6]=2)[CH2:13][CH2:12][CH2:11]1. The yield is 0.660. (7) The reactants are [NH2:1][C:2]1[CH:28]=[CH:27][C:5]([CH2:6][C@@H:7]2[CH2:11][CH2:10][C@H:9]([C@H:12]([OH:19])[C:13]3[CH:18]=[CH:17][CH:16]=[CH:15][CH:14]=3)[N:8]2[C:20]([O:22][C:23]([CH3:26])([CH3:25])[CH3:24])=[O:21])=[CH:4][C:3]=1[Br:29].[NH2:30][C:31]1[S:32][CH:33]=[C:34]([CH2:36][C:37](O)=[O:38])[N:35]=1.C1C=CC2N(O)N=NC=2C=1.CCN(C(C)C)C(C)C. The catalyst is CN(C=O)C.C(Cl)CCl. The product is [NH2:30][C:31]1[S:32][CH:33]=[C:34]([CH2:36][C:37]([NH:1][C:2]2[CH:28]=[CH:27][C:5]([CH2:6][C@@H:7]3[CH2:11][CH2:10][C@H:9]([C@H:12]([OH:19])[C:13]4[CH:18]=[CH:17][CH:16]=[CH:15][CH:14]=4)[N:8]3[C:20]([O:22][C:23]([CH3:24])([CH3:25])[CH3:26])=[O:21])=[CH:4][C:3]=2[Br:29])=[O:38])[N:35]=1. The yield is 0.810.